From a dataset of Forward reaction prediction with 1.9M reactions from USPTO patents (1976-2016). Predict the product of the given reaction. (1) Given the reactants I[C:2]1[CH:3]=[C:4]2[C:8](=[CH:9][CH:10]=1)[N:7]([C:11]([NH:13][CH2:14][CH2:15][C:16]([O:18][CH2:19][CH3:20])=[O:17])=[O:12])[CH2:6][CH2:5]2.[CH:21]#[C:22][CH2:23][CH2:24][CH2:25][CH2:26][CH2:27][CH3:28], predict the reaction product. The product is: [C:21]([C:2]1[CH:3]=[C:4]2[C:8](=[CH:9][CH:10]=1)[N:7]([C:11]([NH:13][CH2:14][CH2:15][C:16]([O:18][CH2:19][CH3:20])=[O:17])=[O:12])[CH2:6][CH2:5]2)#[C:22][CH2:23][CH2:24][CH2:25][CH2:26][CH2:27][CH3:28]. (2) Given the reactants Cl[CH2:2][C:3]([NH:5][C:6]1[CH:19]=[CH:18][C:17]2[NH:16][C:15](=[O:20])[C:14]3[C:9](=[CH:10][CH:11]=[CH:12][CH:13]=3)[C:8]=2[CH:7]=1)=[O:4].[CH3:21][NH2:22], predict the reaction product. The product is: [CH3:21][NH:22][CH2:2][C:3]([NH:5][C:6]1[CH:19]=[CH:18][C:17]2[NH:16][C:15](=[O:20])[C:14]3[C:9](=[CH:10][CH:11]=[CH:12][CH:13]=3)[C:8]=2[CH:7]=1)=[O:4]. (3) Given the reactants [F:1][C:2]1[CH:7]=[C:6]([S:8][CH3:9])[CH:5]=[C:4]([F:10])[C:3]=1[C:11]1[N:16]=[C:15]([C:17]([O-:19])=[O:18])[CH:14]=[CH:13][C:12]=1[F:20].[Li+].[OH-], predict the reaction product. The product is: [F:1][C:2]1[CH:7]=[C:6]([S:8][CH3:9])[CH:5]=[C:4]([F:10])[C:3]=1[C:11]1[N:16]=[C:15]([C:17]([OH:19])=[O:18])[CH:14]=[CH:13][C:12]=1[F:20]. (4) Given the reactants [CH:1]1[C:13]2[CH:12]([CH2:14][O:15][C:16]([N:18]3[CH2:23][C@H:22]([NH:24]C(OC(C)(C)C)=O)[CH2:21][C@H:20]([C:32]([OH:34])=[O:33])[CH2:19]3)=[O:17])[C:11]3[C:6](=[CH:7][CH:8]=[CH:9][CH:10]=3)[C:5]=2[CH:4]=[CH:3][CH:2]=1.[ClH:35].CCCCCC, predict the reaction product. The product is: [ClH:35].[CH:1]1[C:13]2[CH:12]([CH2:14][O:15][C:16]([N:18]3[CH2:23][C@H:22]([NH2:24])[CH2:21][C@H:20]([C:32]([OH:34])=[O:33])[CH2:19]3)=[O:17])[C:11]3[C:6](=[CH:7][CH:8]=[CH:9][CH:10]=3)[C:5]=2[CH:4]=[CH:3][CH:2]=1. (5) Given the reactants C(O[C:6](=[O:13])[NH:7][CH:8]1[CH2:12][CH2:11][NH:10][CH2:9]1)(C)(C)C.Cl[CH2:15][CH2:16][NH:17][C:18]([NH:20][C:21]1[C:30]2[C:25](=[CH:26][CH:27]=[CH:28][CH:29]=2)[N:24]=[C:23]([CH3:31])[CH:22]=1)=[O:19].C([O-])(O)=O.[Na+].[NH2:37][C@H:38](C(O)=O)[CH2:39][C:40]1C=C2C(C=CC=C2)=[CH:42][CH:41]=1, predict the reaction product. The product is: [CH3:31][C:23]1[CH:22]=[C:21]([NH:20][C:18](=[O:19])[NH:17][CH2:16][CH2:15][N:10]2[CH2:11][CH2:12][CH:8]([NH:7][C:6]([C:42]3[CH:41]=[CH:40][CH:39]=[CH:38][N:37]=3)=[O:13])[CH2:9]2)[C:30]2[C:25](=[CH:26][CH:27]=[CH:28][CH:29]=2)[N:24]=1. (6) Given the reactants [H-].[Na+].CN(C=O)C.[N:8]([C@@H:11]1[C@@H:23]([O:24][CH2:25][C:26]2[CH:31]=[CH:30][C:29]([O:32][CH3:33])=[CH:28][CH:27]=2)[C@@H:22]([OH:34])[C@@H:21]([CH2:35][OH:36])[O:20][C@H:12]1[S:13][C:14]1[CH:19]=[CH:18][CH:17]=[CH:16][CH:15]=1)=[N+:9]=[N-:10].[CH:37]1[CH:42]=[CH:41][C:40]([CH2:43]Br)=[CH:39][CH:38]=1, predict the reaction product. The product is: [N:8]([C@@H:11]1[C@@H:23]([O:24][CH2:25][C:26]2[CH:31]=[CH:30][C:29]([O:32][CH3:33])=[CH:28][CH:27]=2)[C@@H:22]([O:34][CH2:43][C:40]2[CH:41]=[CH:42][CH:37]=[CH:38][CH:39]=2)[C@@H:21]([CH2:35][O:36][CH2:25][C:26]2[CH:31]=[CH:30][CH:29]=[CH:28][CH:27]=2)[O:20][C@H:12]1[S:13][C:14]1[CH:15]=[CH:16][CH:17]=[CH:18][CH:19]=1)=[N+:9]=[N-:10]. (7) The product is: [Br:1][C:2]1[N:6]([S:7]([C:10]2[CH:11]=[CH:12][C:13]([O:16][CH3:17])=[CH:14][CH:15]=2)(=[O:8])=[O:9])[CH:5]=[C:4]([CH:18]=[O:19])[CH:3]=1. Given the reactants [Br:1][C:2]1[N:6]([S:7]([C:10]2[CH:15]=[CH:14][C:13]([O:16][CH3:17])=[CH:12][CH:11]=2)(=[O:9])=[O:8])[CH:5]=[C:4]([C:18](OC)=[O:19])[CH:3]=1.[H-].C([Al+]CC(C)C)C(C)C.Cl, predict the reaction product. (8) Given the reactants [C:1]([O:5][C:6](=[O:38])[C@@H:7]([NH:30][C:31]([O:33][C:34]([CH3:37])([CH3:36])[CH3:35])=[O:32])[CH2:8][CH2:9][C:10]([C:23]([O:25][C:26]([CH3:29])([CH3:28])[CH3:27])=[O:24])([CH2:14][CH2:15][C:16]1[CH:21]=[CH:20][C:19]([OH:22])=[CH:18][CH:17]=1)C(O)=O)([CH3:4])([CH3:3])[CH3:2], predict the reaction product. The product is: [C:34]([O:33][C:31]([NH:30][C@@H:7]([CH2:8][CH2:9][CH:10]([CH2:14][CH2:15][C:16]1[CH:17]=[CH:18][C:19]([OH:22])=[CH:20][CH:21]=1)[C:23]([O:25][C:26]([CH3:27])([CH3:28])[CH3:29])=[O:24])[C:6]([O:5][C:1]([CH3:4])([CH3:2])[CH3:3])=[O:38])=[O:32])([CH3:35])([CH3:36])[CH3:37].